Dataset: Drug-target binding data from BindingDB using Kd measurements. Task: Regression. Given a target protein amino acid sequence and a drug SMILES string, predict the binding affinity score between them. We predict pKd (pKd = -log10(Kd in M); higher means stronger binding). Dataset: bindingdb_kd. (1) The compound is Cc1[nH]c(/C=C2\C(=O)Nc3ccc(F)cc32)c(C)c1C(=O)NC[C@H](O)CN1CCOCC1. The target protein (Q15835) has sequence MDFGSLETVVANSAFIAARGSFDGSSSQPSRDKKYLAKLKLPPLSKCESLRDSLSLEFESVCLEQPIGKKLFQQFLQSAEKHLPALELWKDIEDYDTADNDLQPQKAQTILAQYLDPQAKLFCSFLDEGIVAKFKEGPVEIQDGLFQPLLQATLAHLGQAPFQEYLGSLYFLRFLQWKWLEAQPMGEDWFLDFRVLGKGGFGEVSACQMKATGKLYACKKLNKKRLKKRKGYQGAMVEKKILMKVHSRFIVSLAYAFETKADLCLVMTIMNGGDIRYHIYNVNEENPGFPEPRALFYTAQIICGLEHLHQRRIVYRDLKPENVLLDNDGNVRISDLGLAVELLDGQSKTKGYAGTPGFMAPELLQGEEYDFSVDYFALGVTLYEMIAARGPFRARGEKVENKELKHRIISEPVKYPDKFSQASKDFCEALLEKDPEKRLGFRDETCDKLRAHPLFKDLNWRQLEAGMLMPPFIPDSKTVYAKDIQDVGAFSTVKGVAFDK.... The pKd is 6.0. (2) The drug is CC(=O)N[C@@H](CCC(=O)O)C(=O)N[C@@H](CC(=O)O)C(=O)N[C@@H](CC(=O)O)C(=O)N[C@@H](CC(=O)O)C(=O)N[C@@H](Cc1c[nH]c2ccccc12)C(=O)N[C@@H](CC(=O)O)C(=O)N[C@@H](Cc1ccccc1)C(=O)O. The target protein (P9WH75) has sequence MPPTVIAEPVASGAHASYSGGPGETDYHALNAMLNLYDADGKIQFDKDREAAHQYFLQHVNQNTVFFHNQDEKLDYLIRENYYEREVLDQYSRNFVKTLLDRAYAKKFRFPTFLGAFKYYTSYTLKTFDGKRYLERFEDRVVMVALTLAAGDTALAELLVDEIIDGRFQPATPTFLNSGKKQRGEPVSCFLLRVEDNMESIGRSINSALQLSKRGGGVALLLTNIREHGAPIKNIENQSSGVIPIMKLLEDAFSYANQLGARQGAGAVYLHAHHPDIYRFLDTKRENADEKIRIKTLSLGVVIPDITFELAKRNDDMYLFSPYDVERVYGVPFADISVTEKYYEMVDDARIRKTKIKAREFFQTLAELQFESGYPYIMFEDTVNRANPIDGKITHSNLCSEILQVSTPSLFNEDLSYAKVGKDISCNLGSLNIAKTMDSPDFAQTIEVAIRALTAVSDQTHIKSVPSIEQGNNDSHAIGLGQMNLHGYLARERIFYGSDE.... The pKd is 5.1. (3) The small molecule is COc1cc2c(Nc3ccc(Br)cc3F)ncnc2cc1OCC1CCN(C)CC1. The pKd is 5.0. The target is PFCDPK1(Pfalciparum). (4) The drug is O=C(c1ccc(/C=C/c2n[nH]c3ccccc23)cc1)N1CCNCC1. The target protein (Q9UQM7) has sequence MATITCTRFTEEYQLFEELGKGAFSVVRRCVKVLAGQEYAAKIINTKKLSARDHQKLEREARICRLLKHPNIVRLHDSISEEGHHYLIFDLVTGGELFEDIVAREYYSEADASHCIQQILEAVLHCHQMGVVHRDLKPENLLLASKLKGAAVKLADFGLAIEVEGEQQAWFGFAGTPGYLSPEVLRKDPYGKPVDLWACGVILYILLVGYPPFWDEDQHRLYQQIKAGAYDFPSPEWDTVTPEAKDLINKMLTINPSKRITAAEALKHPWISHRSTVASCMHRQETVDCLKKFNARRKLKGAILTTMLATRNFSGGKSGGNKKSDGVKESSESTNTTIEDEDTKVRKQEIIKVTEQLIEAISNGDFESYTKMCDPGMTAFEPEALGNLVEGLDFHRFYFENLWSRNSKPVHTTILNPHIHLMGDESACIAYIRITQYLDAGGIPRTAQSEETRVWHRRDGKWQIVHFHRSGAPSVLPH. The pKd is 5.4. (5) The small molecule is CO[C@]12CC[C@@]3(C[C@@H]1C(C)(C)O)[C@H]1Cc4ccc(O)c5c4[C@@]3(CCN1CC1CC1)[C@H]2O5. The target protein sequence is MDSPIQIFRGEPGPTCAPSACLPPNSSAWFPGWAEPDSNGSAGSEDAQLEPAHISPAIPVIITAVYSVVFVVGLVGNSLVMFVIIRYTKMKTATNIYIFNLALADALVTTTMPFQSTVYLMNSWPFGDVLCKIVISIDYYNMFTSIFTLTMMSVDRYIAVCHPVKALDFRTPLKAKIINICIWLLSSSVGISAIVLGGTKVREDVDVIECSLQFPDDDYSWWDLFMKICVFIFAFVIPVLIIIVCYTLMILRLKSVRLLSGSREKDRNLRRITRLVLVVVAVFVVCWTPIHIFILVEALGSTSHSTAALSSYYFCIALGFTNSSLNPILYAFLDENFKRCFRDFCFPLKMRMERQSTSRVRNTVQDPAYLRDIDGMNKPV. The pKd is 8.8.